This data is from Catalyst prediction with 721,799 reactions and 888 catalyst types from USPTO. The task is: Predict which catalyst facilitates the given reaction. (1) Reactant: [CH2:1]([C@@H:8]([C@@H:13]([O:15][CH2:16][C:17]1[CH:22]=[CH:21][C:20]([O:23][CH3:24])=[CH:19][CH:18]=1)[CH3:14])[C:9](OC)=[O:10])[C:2]1[CH:7]=[CH:6][CH:5]=[CH:4][CH:3]=1.[H-].[H-].[H-].[H-].[Li+].[Al+3]. Product: [CH2:1]([C@@H:8]([C@@H:13]([O:15][CH2:16][C:17]1[CH:18]=[CH:19][C:20]([O:23][CH3:24])=[CH:21][CH:22]=1)[CH3:14])[CH2:9][OH:10])[C:2]1[CH:3]=[CH:4][CH:5]=[CH:6][CH:7]=1. The catalyst class is: 1. (2) Reactant: [CH2:1]([O:8][C:9]1[C:10]([CH2:16][OH:17])=[N:11][C:12]([CH3:15])=[CH:13][CH:14]=1)[C:2]1[CH:7]=[CH:6][CH:5]=[CH:4][CH:3]=1. Product: [CH3:15][C:12]1[N:11]=[C:10]([CH:16]=[O:17])[C:9]([O:8][CH2:1][C:2]2[CH:7]=[CH:6][CH:5]=[CH:4][CH:3]=2)=[CH:14][CH:13]=1. The catalyst class is: 177. (3) The catalyst class is: 11. Product: [F:20][C:19]([F:22])([F:21])[C:18]1[N:12]=[C:10]([OH:11])[CH:9]=[C:8]([OH:13])[N:14]=1. Reactant: [H-].[Na+].C(O)CCC.[C:8]([NH2:14])(=[O:13])[CH2:9][C:10]([NH2:12])=[O:11].C(O[C:18](=O)[C:19]([F:22])([F:21])[F:20])C. (4) Reactant: [F:1][C:2]([F:7])([F:6])[C:3]([OH:5])=[O:4].FC(F)(F)C(O)=O.[Cl:15][C:16]1[CH:17]=[N:18][C:19]2[NH:20][C:21]3[CH:22]=[CH:23][CH:24]=[C:25]([CH:46]=3)[CH2:26][CH2:27][C:28]3[CH:36]=[C:32]([NH:33][C:34]=1[N:35]=2)[CH:31]=[CH:30][C:29]=3[NH:37][C:38]([CH:40]1[CH2:45][CH2:44][NH:43][CH2:42][CH2:41]1)=[O:39].C(N(CC)C(C)C)(C)C.[C:56]1([S:62](Cl)(=[O:64])=[O:63])[CH:61]=[CH:60][CH:59]=[CH:58][CH:57]=1. Product: [F:1][C:2]([F:7])([F:6])[C:3]([OH:5])=[O:4].[Cl:15][C:16]1[CH:17]=[N:18][C:19]2[NH:20][C:21]3[CH:22]=[CH:23][CH:24]=[C:25]([CH:46]=3)[CH2:26][CH2:27][C:28]3[CH:36]=[C:32]([NH:33][C:34]=1[N:35]=2)[CH:31]=[CH:30][C:29]=3[NH:37][C:38]([CH:40]1[CH2:45][CH2:44][N:43]([S:62]([C:56]2[CH:61]=[CH:60][CH:59]=[CH:58][CH:57]=2)(=[O:64])=[O:63])[CH2:42][CH2:41]1)=[O:39]. The catalyst class is: 9. (5) Reactant: [N:1]1([C:7]2[N:8]=[C:9]([CH2:14][C:15]([O-:17])=O)[NH:10][C:11](=[O:13])[CH:12]=2)[CH2:6][CH2:5][O:4][CH2:3][CH2:2]1.[Na+].[NH:19]1[C:27]2[C:22](=[CH:23][CH:24]=[CH:25][CH:26]=2)[CH:21]([CH2:28][N:29]([CH2:32][CH3:33])[CH2:30][CH3:31])[CH2:20]1. Product: [CH2:30]([N:29]([CH2:28][CH:21]1[C:22]2[C:27](=[CH:26][CH:25]=[CH:24][CH:23]=2)[N:19]([C:15](=[O:17])[CH2:14][C:9]2[NH:10][C:11](=[O:13])[CH:12]=[C:7]([N:1]3[CH2:2][CH2:3][O:4][CH2:5][CH2:6]3)[N:8]=2)[CH2:20]1)[CH2:32][CH3:33])[CH3:31]. The catalyst class is: 672. (6) Reactant: N[C:2]1[C:6]([C@H:7]2[C@H:14]3[C@H:10]([O:11][C:12]([CH3:16])([CH3:15])[O:13]3)[C@@H:9]([CH2:17][O:18][Si:19]([C:32]([CH3:35])([CH3:34])[CH3:33])([C:26]3[CH:31]=[CH:30][CH:29]=[CH:28][CH:27]=3)[C:20]3[CH:25]=[CH:24][CH:23]=[CH:22][CH:21]=3)[O:8]2)=[CH:5][O:4][C:3]=1[C:36]#[N:37].C(O)(=O)C.[CH:42]([NH2:44])=[NH:43]. Product: [Si:19]([O:18][CH2:17][C@@H:9]1[C@H:10]2[O:11][C:12]([CH3:16])([CH3:15])[O:13][C@H:14]2[C@H:7]([C:6]2[C:2]3[N:43]=[CH:42][N:44]=[C:36]([NH2:37])[C:3]=3[O:4][CH:5]=2)[O:8]1)([C:32]([CH3:35])([CH3:34])[CH3:33])([C:26]1[CH:27]=[CH:28][CH:29]=[CH:30][CH:31]=1)[C:20]1[CH:25]=[CH:24][CH:23]=[CH:22][CH:21]=1. The catalyst class is: 14. (7) Reactant: C([O:3][C:4]([C:6]1[C:7]([CH:25]2[CH2:27][CH2:26]2)=[N:8][C:9]2[C:14]([C:15]=1[CH2:16][C:17]1[CH:22]=[CH:21][CH:20]=[CH:19][C:18]=1[Cl:23])=[CH:13][C:12]([Cl:24])=[CH:11][CH:10]=2)=[O:5])C.[OH-].[Na+]. Product: [Cl:24][C:12]1[CH:13]=[C:14]2[C:9](=[CH:10][CH:11]=1)[N:8]=[C:7]([CH:25]1[CH2:27][CH2:26]1)[C:6]([C:4]([OH:5])=[O:3])=[C:15]2[CH2:16][C:17]1[CH:22]=[CH:21][CH:20]=[CH:19][C:18]=1[Cl:23]. The catalyst class is: 8. (8) Reactant: Cl.[NH2:2][C@H:3]([C:6]([OH:8])=[O:7])[CH2:4][SH:5].C([O-])(=O)C.[Na+].[N+:14]([C:17]1[CH:24]=[CH:23][C:20]([CH:21]=O)=[CH:19][CH:18]=1)([O-:16])=[O:15]. Product: [N+:14]([C:17]1[CH:24]=[CH:23][C:20]([CH:21]2[NH:2][C@H:3]([C:6]([OH:8])=[O:7])[CH2:4][S:5]2)=[CH:19][CH:18]=1)([O-:16])=[O:15]. The catalyst class is: 97. (9) Reactant: [Cl:1][C:2]1[CH:11]=[C:10]2[C:5]([CH:6]=[CH:7][C:8]([CH3:12])=[N:9]2)=[CH:4][C:3]=1[F:13].[CH:14]([C:16]1[CH:31]=[CH:30][C:19]2[O:20][CH2:21][C:22]3[CH:29]=[CH:28][CH:27]=[CH:26][C:23]=3[C:24](=[O:25])[C:18]=2[CH:17]=1)=O. Product: [Cl:1][C:2]1[CH:11]=[C:10]2[C:5]([CH:6]=[CH:7][C:8](/[CH:12]=[CH:14]/[C:16]3[CH:31]=[CH:30][C:19]4[O:20][CH2:21][C:22]5[CH:29]=[CH:28][CH:27]=[CH:26][C:23]=5[C:24](=[O:25])[C:18]=4[CH:17]=3)=[N:9]2)=[CH:4][C:3]=1[F:13]. The catalyst class is: 152. (10) The catalyst class is: 846. Product: [CH3:22][N:8]1[C:6]2=[N:7][C:2]([N:34]3[CH:35]=[CH:36][C:31]([C:28]4[N:29]=[N:30][C:25]([C:24]([F:38])([F:23])[F:39])=[CH:26][CH:27]=4)=[CH:32][C:33]3=[O:37])=[CH:3][CH:4]=[C:5]2[C:10]2[CH2:11][N:12]([C:15]([O:17][C:18]([CH3:21])([CH3:20])[CH3:19])=[O:16])[CH2:13][CH2:14][C:9]1=2. Reactant: Br[C:2]1[N:7]=[C:6]2[N:8]([CH3:22])[C:9]3[CH2:14][CH2:13][N:12]([C:15]([O:17][C:18]([CH3:21])([CH3:20])[CH3:19])=[O:16])[CH2:11][C:10]=3[C:5]2=[CH:4][CH:3]=1.[F:23][C:24]([F:39])([F:38])[C:25]1[N:30]=[N:29][C:28]([C:31]2[CH:36]=[CH:35][NH:34][C:33](=[O:37])[CH:32]=2)=[CH:27][CH:26]=1.C([O-])([O-])=O.[Cs+].[Cs+].OC1C=CC=C2C=1N=CC=C2.